Dataset: Peptide-MHC class I binding affinity with 185,985 pairs from IEDB/IMGT. Task: Regression. Given a peptide amino acid sequence and an MHC pseudo amino acid sequence, predict their binding affinity value. This is MHC class I binding data. (1) The peptide sequence is LTNLLSSNL. The MHC is Patr-A0301 with pseudo-sequence Patr-A0301. The binding affinity (normalized) is 0. (2) The peptide sequence is RNPYENVLYK. The MHC is HLA-A11:01 with pseudo-sequence HLA-A11:01. The binding affinity (normalized) is 0.324.